This data is from Full USPTO retrosynthesis dataset with 1.9M reactions from patents (1976-2016). The task is: Predict the reactants needed to synthesize the given product. (1) Given the product [C:1]([O:5][C:6]([C:12]([O:15][CH:16]([C:18]([C:21]([OH:24])([CH3:23])[CH3:22])([F:19])[F:20])[F:17])([F:13])[F:14])([C:8]([F:11])([F:10])[F:9])[F:7])([F:4])([F:3])[F:2], predict the reactants needed to synthesize it. The reactants are: [C:1]([O:5][C:6]([C:12]([O:15][C:16](=[C:18]([F:20])[F:19])[F:17])([F:14])[F:13])([C:8]([F:11])([F:10])[F:9])[F:7])([F:4])([F:3])[F:2].[CH:21]([OH:24])([CH3:23])[CH3:22]. (2) Given the product [Si:1]([O:8][C@H:9]1[C:13]2([CH2:14][CH2:15]2)[C:12](=[O:16])[N:11]([C:19]2[CH:26]=[CH:25][C:22]([C:23]#[N:24])=[C:21]([Cl:27])[CH:20]=2)[C@H:10]1[CH3:17])([C:4]([CH3:7])([CH3:6])[CH3:5])([CH3:3])[CH3:2].[Si:1]([O:8][C@@H:9]1[C:13]2([CH2:14][CH2:15]2)[C:12](=[O:16])[N:11]([C:19]2[CH:26]=[CH:25][C:22]([C:23]#[N:24])=[C:21]([Cl:27])[CH:20]=2)[C@H:10]1[CH3:17])([C:4]([CH3:7])([CH3:6])[CH3:5])([CH3:3])[CH3:2], predict the reactants needed to synthesize it. The reactants are: [Si:1]([O:8][CH:9]1[C:13]2([CH2:15][CH2:14]2)[C:12](=[O:16])[NH:11][C@H:10]1[CH3:17])([C:4]([CH3:7])([CH3:6])[CH3:5])([CH3:3])[CH3:2].Br[C:19]1[CH:26]=[CH:25][C:22]([C:23]#[N:24])=[C:21]([Cl:27])[CH:20]=1.C(=O)([O-])[O-].[Cs+].[Cs+].C1(P(C2C=CC=CC=2)C2C3OC4C(=CC=CC=4P(C4C=CC=CC=4)C4C=CC=CC=4)C(C)(C)C=3C=CC=2)C=CC=CC=1. (3) Given the product [CH3:23][O:24][C:10](=[O:11])[C:12]#[C:2][CH2:1][O:3][CH2:4][CH3:5], predict the reactants needed to synthesize it. The reactants are: [CH2:1]([O:3][CH2:4][C:5]#CCO)[CH3:2].C[C:10]([CH3:12])=[O:11].OS(O)(=O)=O.O=[Cr](=O)=O.C[C:23](C)=[O:24]. (4) Given the product [C:1]([NH2:17])(=[O:9])[C:2]1[CH:7]=[CH:6][CH:5]=[N:4][CH:3]=1, predict the reactants needed to synthesize it. The reactants are: [C:1]([O:9]CC1C=CC=CC=1)(=O)[C:2]1[CH:7]=[CH:6][CH:5]=[N:4][CH:3]=1.[N:17]1C=CC=CC=1. (5) Given the product [C:12]([O:11][C@@H:8]1[C@@:25]([OH:29])([CH3:28])[CH2:26][CH2:27][C@@H:16]([OH:15])[CH2:17][C:18](=[O:37])[O:19][C@H:20](/[C:21](/[CH3:31])=[CH:22]/[CH:23]=[CH2:24])[C@@H:32]([CH3:36])[CH:33]=[CH:9]1)(=[O:14])[CH3:13], predict the reactants needed to synthesize it. The reactants are: C(N(CC)CC)C.[C:8]([O:11][C:12](=[O:14])[CH3:13])(=O)[CH3:9].[OH:15][C@@H:16]1[CH2:27][CH2:26][C@:25]([OH:29])([CH3:28])[C@@H:24](O)[CH:23]=[CH:22][C@H:21]([CH3:31])[C@@H:20](/[C:32](/[CH3:36])=[CH:33]/C=C)[O:19][C:18](=[O:37])[CH2:17]1.C(=O)([O-])O.[Na+]. (6) Given the product [C:10]([C:13]1[N:6]([CH2:5][C:4]2[CH:7]=[CH:8][CH:9]=[C:2]([F:1])[CH:3]=2)[C:15](=[O:14])[C:16]2[C:21]([C:22]=1[C:23]1[CH:28]=[CH:27][CH:26]=[CH:25][CH:24]=1)=[CH:20][C:19]([Br:29])=[CH:18][CH:17]=2)(=[O:12])[CH3:11], predict the reactants needed to synthesize it. The reactants are: [F:1][C:2]1[CH:3]=[C:4]([CH:7]=[CH:8][CH:9]=1)[CH2:5][NH2:6].[C:10]([C:13]1[O:14][C:15](=O)[C:16]2[C:21]([C:22]=1[C:23]1[CH:28]=[CH:27][CH:26]=[CH:25][CH:24]=1)=[CH:20][C:19]([Br:29])=[CH:18][CH:17]=2)(=[O:12])[CH3:11]. (7) Given the product [F:1][C:2]1[C:7]2[CH2:8][CH2:9][CH:10]([N:19]3[CH:23]=[C:22]([C:24]4[CH:25]=[CH:26][C:27]([C:30]5[CH:35]=[CH:34][N:33]=[CH:32][CH:31]=5)=[C:28]([F:51])[CH:29]=4)[N:21]=[N:20]3)[C:11](=[O:18])[N:12]([CH2:13][C:14]([F:16])([F:17])[F:15])[C:6]=2[CH:5]=[CH:4][CH:3]=1, predict the reactants needed to synthesize it. The reactants are: [F:1][C:2]1[C:7]2[CH2:8][CH2:9][CH:10]([N:19]3[CH:23]=[C:22]([C:24]4[CH:29]=[CH:28][C:27]([C:30]5[CH:35]=[CH:34][N:33]=[CH:32][CH:31]=5)=[CH:26][C:25]=4F)[N:21]=[N:20]3)[C:11](=[O:18])[N:12]([CH2:13][C:14]([F:17])([F:16])[F:15])[C:6]=2[CH:5]=[CH:4][CH:3]=1.C(C1C=CC(C2C=CN=CC=2)=C([F:51])C=1)#C. (8) Given the product [CH:24]1[C:25]2[C:20](=[CH:19][C:18]([N:7]3[C:8]4[CH:9]=[CH:10][CH:11]=[CH:12][C:13]=4[C:14]4[CH2:1][N:2]5[CH2:3][CH2:4][CH:5]([C:6]3=4)[CH2:15][CH2:16]5)=[CH:27][CH:26]=2)[CH:21]=[CH:22][N:23]=1, predict the reactants needed to synthesize it. The reactants are: [CH2:1]1[C:14]2[C:13]3[CH:12]=[CH:11][CH:10]=[CH:9][C:8]=3[NH:7][C:6]=2[CH:5]2[CH2:15][CH2:16][N:2]1[CH2:3][CH2:4]2.Br[C:18]1[CH:19]=[C:20]2[C:25](=[CH:26][CH:27]=1)[CH:24]=[N:23][CH:22]=[CH:21]2. (9) Given the product [C:6]([C:8]1[CH:9]=[CH:10][C:11]([O:4][CH:1]([CH3:3])[CH3:2])=[C:12]([CH:16]=1)[C:13]([OH:15])=[O:14])#[N:7], predict the reactants needed to synthesize it. The reactants are: [CH:1]([OH:4])([CH3:3])[CH3:2].[Na].[C:6]([C:8]1[CH:9]=[CH:10][C:11](I)=[C:12]([CH:16]=1)[C:13]([OH:15])=[O:14])#[N:7].